Task: Predict the reactants needed to synthesize the given product.. Dataset: Full USPTO retrosynthesis dataset with 1.9M reactions from patents (1976-2016) (1) Given the product [CH3:22][N:23]([CH3:27])[C:24](=[O:25])[O:21][CH2:20][CH:12]1[C:13]2[CH:19]=[N:18][NH:17][C:14]=2[CH2:15][CH2:16][N:11]1[S:8]([C:5]1[CH:4]=[CH:3][C:2]([Cl:1])=[CH:7][CH:6]=1)(=[O:9])=[O:10], predict the reactants needed to synthesize it. The reactants are: [Cl:1][C:2]1[CH:7]=[CH:6][C:5]([S:8]([N:11]2[CH2:16][CH2:15][C:14]3[NH:17][N:18]=[CH:19][C:13]=3[CH:12]2[CH2:20][OH:21])(=[O:10])=[O:9])=[CH:4][CH:3]=1.[CH3:22][N:23]([CH3:27])[C:24](Cl)=[O:25]. (2) Given the product [Br:1][C:2]1[CH:3]=[CH:4][C:5]([C:8]2([CH2:11][OH:12])[CH2:9][CH2:10]2)=[CH:6][CH:7]=1, predict the reactants needed to synthesize it. The reactants are: [Br:1][C:2]1[CH:7]=[CH:6][C:5]([C:8]2([C:11](O)=[O:12])[CH2:10][CH2:9]2)=[CH:4][CH:3]=1.CSC.B. (3) Given the product [ClH:35].[F:1][C@H:2]1[C@H:3]([CH3:34])[NH:4][C@H:5]([C:7]([NH:8][CH2:9][C:10]2[CH:15]=[CH:14][N:13]=[C:12]([C:16]3[CH:21]=[N:20][C:19]([C:22]([F:25])([F:24])[F:23])=[N:18][CH:17]=3)[CH:11]=2)=[O:26])[CH2:6]1, predict the reactants needed to synthesize it. The reactants are: [F:1][C@@H:2]1[CH2:6][C@@H:5]([C:7](=[O:26])[NH:8][CH2:9][C:10]2[CH:15]=[CH:14][N:13]=[C:12]([C:16]3[CH:17]=[N:18][C:19]([C:22]([F:25])([F:24])[F:23])=[N:20][CH:21]=3)[CH:11]=2)[N:4](C(OC(C)(C)C)=O)[C@H:3]1[CH3:34].[ClH:35]. (4) Given the product [CH:15]1([C:9]2[C:8]3[C:12](=[CH:13][C:5]([C:3]([O:2][CH3:1])=[O:4])=[CH:6][CH:7]=3)[NH:11][C:10]=2[C:24]2[CH:25]=[CH:26][CH:27]=[CH:28][C:23]=2[CH:21]=[CH2:22])[CH2:20][CH2:19][CH2:18][CH2:17][CH2:16]1, predict the reactants needed to synthesize it. The reactants are: [CH3:1][O:2][C:3]([C:5]1[CH:13]=[C:12]2[C:8]([C:9]([CH:15]3[CH2:20][CH2:19][CH2:18][CH2:17][CH2:16]3)=[C:10](Br)[NH:11]2)=[CH:7][CH:6]=1)=[O:4].[CH:21]([C:23]1[CH:28]=[CH:27][CH:26]=[CH:25][C:24]=1B(O)O)=[CH2:22].C(=O)([O-])[O-].[Na+].[Na+]. (5) Given the product [NH2:20][CH:17]([C:10]1([C:13]([F:14])([F:15])[F:16])[CH2:11][CH2:12][CH:7]([OH:6])[CH2:8][CH2:9]1)[CH2:18][CH3:19], predict the reactants needed to synthesize it. The reactants are: C([Si](C)(C)[O:6][CH:7]1[CH2:12][CH2:11][C:10]([CH:17]([NH:20]S(C(C)(C)C)=O)[CH2:18][CH3:19])([C:13]([F:16])([F:15])[F:14])[CH2:9][CH2:8]1)(C)(C)C.Cl.OP([O-])([O-])=O.[K+].[K+]. (6) Given the product [CH3:49][O:48][C:45]1[CH:46]=[CH:47][C:42]([C:41]([C:50]2[CH:51]=[CH:52][C:53]([O:56][CH3:57])=[CH:54][CH:55]=2)=[C:40]([C:58]2[CH:59]=[CH:60][C:61]([O:64][CH2:65][CH2:66][OH:67])=[CH:62][CH:63]=2)[CH2:38][CH2:39][CH3:7])=[CH:43][CH:44]=1, predict the reactants needed to synthesize it. The reactants are: [H-].[H-].[H-].[H-].[Li+].[Al+3].[CH2:7](C(C1C=CC(OCC(OCC)=O)=CC=1)=C(C1C=CC(O)=CC=1)C1C=CC(O)=CC=1)C.[CH2:38]([C:40]([C:58]1[CH:63]=[CH:62][C:61]([O:64][CH2:65][C:66](OCC)=[O:67])=[CH:60][CH:59]=1)=[C:41]([C:50]1[CH:55]=[CH:54][C:53]([O:56][CH3:57])=[CH:52][CH:51]=1)[C:42]1[CH:47]=[CH:46][C:45]([O:48][CH3:49])=[CH:44][CH:43]=1)[CH3:39].